Task: Predict the reactants needed to synthesize the given product.. Dataset: Full USPTO retrosynthesis dataset with 1.9M reactions from patents (1976-2016) (1) Given the product [Br:24][C:25]1[C:30]([CH:31]([F:2])[F:1])=[CH:29][C:28]([Br:33])=[CH:27][N:26]=1, predict the reactants needed to synthesize it. The reactants are: [F-:1].[F-:2].[F-].C(N(CC)CC)C.[B-](F)(F)(F)F.CCN([S+](F)F)CC.[Br:24][C:25]1[C:30]([CH:31]=O)=[CH:29][C:28]([Br:33])=[CH:27][N:26]=1. (2) The reactants are: [C:1]([O:5][C:6]([N:8]1[CH2:13][CH:12]2[CH2:14][CH:9]1[CH2:10][N:11]2[C:15]1[N:20]2[CH:21]=[CH:22][N:23]=[C:19]2[CH:18]=[C:17]([C:24]2[CH:29]=[CH:28][N:27]=[C:26](Cl)[CH:25]=2)[N:16]=1)=[O:7])([CH3:4])([CH3:3])[CH3:2].[C:31]1([CH2:41][NH2:42])[C:40]2[C:35](=[CH:36][CH:37]=[CH:38][CH:39]=2)[CH:34]=[CH:33][CH:32]=1.C1C=CC(P(C2C(C3C(P(C4C=CC=CC=4)C4C=CC=CC=4)=CC=C4C=3C=CC=C4)=C3C(C=CC=C3)=CC=2)C2C=CC=CC=2)=CC=1.CC([O-])(C)C.[Na+]. Given the product [C:1]([O:5][C:6]([N:8]1[CH2:13][CH:12]2[CH2:14][CH:9]1[CH2:10][N:11]2[C:15]1[N:20]2[CH:21]=[CH:22][N:23]=[C:19]2[CH:18]=[C:17]([C:24]2[CH:29]=[CH:28][N:27]=[C:26]([NH:42][CH2:41][C:31]3[C:40]4[C:35](=[CH:36][CH:37]=[CH:38][CH:39]=4)[CH:34]=[CH:33][CH:32]=3)[CH:25]=2)[N:16]=1)=[O:7])([CH3:4])([CH3:3])[CH3:2], predict the reactants needed to synthesize it. (3) Given the product [CH2:29]([O:28][C:26]1[CH:27]=[C:22]([CH2:21][N:19]2[CH2:18][C:17]3([CH2:41][C:14]([N:1]4[CH2:2][CH2:3][CH:4]([CH2:7][C:8]([OH:10])=[O:9])[CH2:5][CH2:6]4)=[N:15][O:16]3)[CH2:20]2)[CH:23]=[C:24]([O:38][CH2:39][CH3:40])[C:25]=1[C:31]1[CH:36]=[CH:35][C:34]([F:37])=[CH:33][CH:32]=1)[CH3:30], predict the reactants needed to synthesize it. The reactants are: [NH:1]1[CH2:6][CH2:5][CH:4]([CH2:7][C:8]([O:10]CC)=[O:9])[CH2:3][CH2:2]1.Br[C:14]1[CH2:41][C:17]2([CH2:20][N:19]([CH2:21][C:22]3[CH:27]=[C:26]([O:28][CH2:29][CH3:30])[C:25]([C:31]4[CH:36]=[CH:35][C:34]([F:37])=[CH:33][CH:32]=4)=[C:24]([O:38][CH2:39][CH3:40])[CH:23]=3)[CH2:18]2)[O:16][N:15]=1.C(=O)([O-])[O-].[Na+].[Na+]. (4) Given the product [Br:20][C:17]1[CH:16]=[CH:15][C:14]([CH2:13][C@@:10]2([CH3:12])[N:11]3[C:4](=[O:3])[CH2:5][N:6]=[C:7]3[N:8]([C:22]3[CH:23]=[C:24]([Cl:29])[CH:25]=[C:26]([Cl:28])[CH:27]=3)[C:9]2=[O:21])=[CH:19][CH:18]=1, predict the reactants needed to synthesize it. The reactants are: C([O:3][C:4](=O)[CH2:5][N:6]=[C:7]1[NH:11][C@@:10]([CH2:13][C:14]2[CH:19]=[CH:18][C:17]([Br:20])=[CH:16][CH:15]=2)([CH3:12])[C:9](=[O:21])[N:8]1[C:22]1[CH:27]=[C:26]([Cl:28])[CH:25]=[C:24]([Cl:29])[CH:23]=1)C.C1(P(=O)(C2C=CC=CC=2)C2C=CC=CC=2)C=CC=CC=1.C[Al](C)C. (5) Given the product [I:1][C:2]1[NH:3][CH:4]=[C:5]([C:7]2[S:8][C:9]([CH3:12])=[CH:10][CH:11]=2)[N:6]=1, predict the reactants needed to synthesize it. The reactants are: [I:1][C:2]1[N:3](C(C2C=CC=CC=2)(C2C=CC=CC=2)C2C=CC=CC=2)[CH:4]=[C:5]([C:7]2[S:8][C:9]([CH3:12])=[CH:10][CH:11]=2)[N:6]=1.CC(O)=O. (6) Given the product [CH3:1][C:2]1[C:3]([N:11]2[CH2:16][CH2:15][CH2:14][CH2:13][CH2:12]2)=[C:4]([NH2:8])[CH:5]=[CH:6][CH:7]=1, predict the reactants needed to synthesize it. The reactants are: [CH3:1][C:2]1[CH:7]=[CH:6][CH:5]=[C:4]([N+:8]([O-])=O)[C:3]=1[N:11]1[CH2:16][CH2:15][CH2:14][CH2:13][CH2:12]1. (7) Given the product [Cl:1][C:2]1[CH:7]=[C:6]([Cl:8])[CH:5]=[CH:4][C:3]=1[C:9]1[C:10]2[CH2:22][NH:21][CH2:20][CH2:19][C:11]=2[N:12]=[C:13]([S:15]([CH3:18])(=[O:17])=[O:16])[N:14]=1, predict the reactants needed to synthesize it. The reactants are: [Cl:1][C:2]1[CH:7]=[C:6]([Cl:8])[CH:5]=[CH:4][C:3]=1[C:9]1[C:10]2[CH2:22][N:21](C(OC(C)(C)C)=O)[CH2:20][CH2:19][C:11]=2[N:12]=[C:13]([S:15]([CH3:18])(=[O:17])=[O:16])[N:14]=1.FC(F)(F)C(O)=O. (8) Given the product [N:21]1([C:17](=[O:19])[CH2:16][CH2:15][NH:14][C:12]([C:10]2[O:9][N:8]=[C:7]([C:1]3[CH:2]=[CH:3][CH:4]=[CH:5][CH:6]=3)[CH:11]=2)=[O:13])[CH2:24][CH2:23][CH2:22]1, predict the reactants needed to synthesize it. The reactants are: [C:1]1([C:7]2[CH:11]=[C:10]([C:12]([NH:14][CH2:15][CH2:16][C:17]([OH:19])=O)=[O:13])[O:9][N:8]=2)[CH:6]=[CH:5][CH:4]=[CH:3][CH:2]=1.Cl.[NH:21]1[CH2:24][CH2:23][CH2:22]1.CCN(C(C)C)C(C)C. (9) Given the product [CH3:30][C:25]1[NH:26][C:27]2[C:23]([CH:24]=1)=[CH:22][C:21]([NH:20][C:17]1[CH:16]=[CH:15][N:14]=[C:13]3[CH:12]=[C:11]([C:5]4[S:6][C:2]([CH3:1])=[CH:3][CH:4]=4)[S:19][C:18]=13)=[CH:29][CH:28]=2, predict the reactants needed to synthesize it. The reactants are: [CH3:1][C:2]1[S:6][C:5](B(O)O)=[CH:4][CH:3]=1.Br[C:11]1[S:19][C:18]2[C:13](=[N:14][CH:15]=[CH:16][C:17]=2[NH:20][C:21]2[CH:22]=[C:23]3[C:27](=[CH:28][CH:29]=2)[NH:26][C:25]([CH3:30])=[CH:24]3)[CH:12]=1.